Dataset: Catalyst prediction with 721,799 reactions and 888 catalyst types from USPTO. Task: Predict which catalyst facilitates the given reaction. (1) Reactant: C(Cl)(=O)C(Cl)=O.CS(C)=O.[Cl:11][C:12]1[CH:17]=[CH:16][C:15]([C:18]2[CH2:22][CH2:21][CH2:20][C:19]=2[CH2:23][OH:24])=[CH:14][CH:13]=1.C(N(CC)CC)C. Product: [Cl:11][C:12]1[CH:13]=[CH:14][C:15]([C:18]2[CH2:22][CH2:21][CH2:20][C:19]=2[CH:23]=[O:24])=[CH:16][CH:17]=1. The catalyst class is: 363. (2) Reactant: [NH:1]1[CH:5]=[CH:4][N:3]=[C:2]1[CH:6]=[O:7].C(=O)([O-])[O-].[K+].[K+].Br[CH2:15][C:16]([O:18][CH2:19][CH3:20])=[O:17].[I-].[K+]. Product: [CH2:19]([O:18][C:16](=[O:17])[CH2:15][N:1]1[CH:5]=[CH:4][N:3]=[C:2]1[CH:6]=[O:7])[CH3:20]. The catalyst class is: 10. (3) Reactant: [H-].[Na+].[Cl:3][C:4]1[CH:5]=[C:6]([C@@H:10]2[C@@H:15]([C:16]3[CH:21]=[CH:20][C:19]([Cl:22])=[CH:18][CH:17]=3)[NH:14][C:13](=[O:23])[CH2:12][CH2:11]2)[CH:7]=[CH:8][CH:9]=1.Br[CH:25]([CH2:30][CH3:31])[C:26]([O:28][CH3:29])=[O:27]. Product: [Cl:3][C:4]1[CH:5]=[C:6]([C@H:10]2[CH2:11][CH2:12][C:13](=[O:23])[N:14]([C@@H:25]([CH2:30][CH3:31])[C:26]([O:28][CH3:29])=[O:27])[C@@H:15]2[C:16]2[CH:17]=[CH:18][C:19]([Cl:22])=[CH:20][CH:21]=2)[CH:7]=[CH:8][CH:9]=1. The catalyst class is: 504. (4) Reactant: [Cl:1][C:2]1[CH:10]=[C:9]([C:11]([NH:13][CH:14]([C:16]2[NH:20][C:19]3[CH:21]=[CH:22][C:23]([Cl:25])=[CH:24][C:18]=3[N:17]=2)[CH3:15])=[O:12])[CH:8]=[CH:7][C:3]=1[C:4]([OH:6])=O.CN(C(O[N:34]1N=[N:41][C:36]2C=[CH:38][CH:39]=[CH:40][C:35]1=2)=[N+](C)C)C.[B-](F)(F)(F)F.C(N(C(C)C)CC)(C)C.ClCl.[O:59]1CCCC1. Product: [Cl:25][C:23]1[CH:22]=[CH:21][C:19]2[NH:20][C:16]([CH:14]([NH:13][C:11](=[O:12])[C:9]3[CH:8]=[CH:7][C:3]([C:4]([N:34]4[CH2:38][CH2:39][CH2:40][C@H:35]4[C:36]([NH2:41])=[O:59])=[O:6])=[C:2]([Cl:1])[CH:10]=3)[CH3:15])=[N:17][C:18]=2[CH:24]=1. The catalyst class is: 429. (5) Reactant: [F:1][C:2]1[CH:3]=[C:4]([C:8]2[C:12]([C:13]([OH:15])=O)=[C:11]([CH3:16])[O:10][N:9]=2)[CH:5]=[CH:6][CH:7]=1.Cl.C(N=C=NCCCN(C)C)C.[CH3:29][O:30][C:31]1[CH:32]=[C:33]([N:37]2[CH2:42][CH2:41][NH:40][CH2:39][CH2:38]2)[CH:34]=[CH:35][CH:36]=1. Product: [F:1][C:2]1[CH:3]=[C:4]([C:8]2[C:12]([C:13]([N:40]3[CH2:39][CH2:38][N:37]([C:33]4[CH:34]=[CH:35][CH:36]=[C:31]([O:30][CH3:29])[CH:32]=4)[CH2:42][CH2:41]3)=[O:15])=[C:11]([CH3:16])[O:10][N:9]=2)[CH:5]=[CH:6][CH:7]=1. The catalyst class is: 4. (6) Reactant: [NH2:1][C:2]1[S:6][C:5]([CH:7]=[O:8])=[CH:4][C:3]=1[C:9]1[NH:13][N:12]=[CH:11][CH:10]=1.[C:14](=O)(OC(Cl)(Cl)Cl)[O:15]C(Cl)(Cl)Cl.C1(C)C=CC=CC=1. Product: [O:15]=[C:14]1[N:13]2[N:12]=[CH:11][CH:10]=[C:9]2[C:3]2[CH:4]=[C:5]([CH:7]=[O:8])[S:6][C:2]=2[NH:1]1. The catalyst class is: 1.